Task: Predict which catalyst facilitates the given reaction.. Dataset: Catalyst prediction with 721,799 reactions and 888 catalyst types from USPTO (1) Reactant: [Cl:1][C:2]1[CH:7]=[C:6]([Cl:8])[CH:5]=[CH:4][C:3]=1[C@H:9]([N:11]1[C:15]2[CH:16]=[C:17]([C:20]3[CH2:21][CH2:22][NH:23][CH2:24][CH:25]=3)[CH:18]=[CH:19][C:14]=2[N:13]=[CH:12]1)[CH3:10].[C:26]1(=O)[CH2:31][CH2:30][CH2:29][CH2:28][CH2:27]1.C(O[BH-](OC(=O)C)OC(=O)C)(=O)C.[Na+]. Product: [CH:26]1([N:23]2[CH2:22][CH:21]=[C:20]([C:17]3[CH:18]=[CH:19][C:14]4[N:13]=[CH:12][N:11]([C@@H:9]([C:3]5[CH:4]=[CH:5][C:6]([Cl:8])=[CH:7][C:2]=5[Cl:1])[CH3:10])[C:15]=4[CH:16]=3)[CH2:25][CH2:24]2)[CH2:31][CH2:30][CH2:29][CH2:28][CH2:27]1. The catalyst class is: 411. (2) Reactant: [CH:1]([C:3]1[S:7][C:6]([B:8]([OH:10])[OH:9])=[CH:5][CH:4]=1)=[O:2].[BH4-].[Na+]. Product: [OH:2][CH2:1][C:3]1[S:7][C:6]([B:8]([OH:10])[OH:9])=[CH:5][CH:4]=1. The catalyst class is: 5. (3) Reactant: C(=O)(O)O.[NH2:5][C:6]([NH2:8])=[NH:7].Cl.[CH2:10]([N:17]1[CH2:22][CH2:21][CH:20]([C:23](OCC)=[O:24])[C:19](=O)[CH2:18]1)[C:11]1[CH:16]=[CH:15][CH:14]=[CH:13][CH:12]=1.Cl. Product: [NH2:7][C:6]1[N:8]=[C:23]([OH:24])[C:20]2[CH2:21][CH2:22][N:17]([CH2:10][C:11]3[CH:16]=[CH:15][CH:14]=[CH:13][CH:12]=3)[CH2:18][C:19]=2[N:5]=1. The catalyst class is: 218.